From a dataset of Reaction yield outcomes from USPTO patents with 853,638 reactions. Predict the reaction yield, written as a fraction of the theoretical maximum amount of product (1.0 means a 100% yield; for example, 0.34 means a 34% yield). (1) The product is [O:6]=[C:7]1[C:15]2[C:10](=[CH:11][C:12]([CH2:16][C:17]([O:19][CH3:20])=[O:18])=[CH:13][CH:14]=2)[CH2:9][CH2:8][NH:21]1. The catalyst is C(Cl)Cl. The yield is 0.390. The reactants are CS(O)(=O)=O.[O:6]=[C:7]1[C:15]2[C:10](=[CH:11][C:12]([CH2:16][C:17]([O:19][CH3:20])=[O:18])=[CH:13][CH:14]=2)[CH2:9][CH2:8]1.[N-:21]=[N+]=[N-].[Na+]. (2) The reactants are Br[C:2]1[CH:7]=[C:6]([F:8])[CH:5]=[C:4]([F:9])[CH:3]=1.[O:10]1[CH2:13][C:12](=[O:14])[CH2:11]1. The catalyst is C1COCC1. The product is [F:9][C:4]1[CH:3]=[C:2]([C:12]2([OH:14])[CH2:13][O:10][CH2:11]2)[CH:7]=[C:6]([F:8])[CH:5]=1. The yield is 0.560. (3) The reactants are I[C:2]1[CH:7]=[CH:6][C:5]([OH:8])=[C:4]([C:9]([F:12])([F:11])[F:10])[C:3]=1[C:13]([F:16])([F:15])[F:14].C1(C)C=CC=CC=1P(C1C=CC=CC=1C)C1C=CC=CC=1C.[CH2:39]([CH:42]1[CH2:47][CH2:46][CH:45]([C:48]2[CH:53]=[CH:52][C:51](B(O)O)=[CH:50][CH:49]=2)[CH2:44][CH2:43]1)[CH2:40][CH3:41].[O-]P([O-])([O-])=O.[K+].[K+].[K+]. The catalyst is C1C=CC(/C=C/C(/C=C/C2C=CC=CC=2)=O)=CC=1.C1C=CC(/C=C/C(/C=C/C2C=CC=CC=2)=O)=CC=1.C1C=CC(/C=C/C(/C=C/C2C=CC=CC=2)=O)=CC=1.[Pd].[Pd].C(OCC)C.COCCOC. The product is [CH2:39]([CH:42]1[CH2:47][CH2:46][CH:45]([C:48]2[CH:53]=[CH:52][C:51]([C:2]3[CH:7]=[CH:6][C:5]([OH:8])=[C:4]([C:9]([F:12])([F:11])[F:10])[C:3]=3[C:13]([F:16])([F:15])[F:14])=[CH:50][CH:49]=2)[CH2:44][CH2:43]1)[CH2:40][CH3:41]. The yield is 0.510. (4) The reactants are I.[NH:2]1[CH2:7][CH2:6][CH2:5][N:4]=[C:3]1[NH:8][NH2:9].Cl.[C:11](Cl)(=O)[C:12]1[CH:17]=[CH:16][N:15]=[CH:14][CH:13]=1. The catalyst is N1C=CC=CC=1. The product is [N:15]1[CH:16]=[CH:17][C:12]([C:11]2[N:4]3[CH2:5][CH2:6][CH2:7][NH:2][C:3]3=[N:8][N:9]=2)=[CH:13][CH:14]=1. The yield is 0.180. (5) The reactants are [OH:1][C:2]1[C:11]2[C:6](=[CH:7][CH:8]=[CH:9][CH:10]=2)[CH:5]=[CH:4][C:3]=1[C:12]([OH:14])=O.C(N(C(C)C)C(C)C)C.F[P-](F)(F)(F)(F)F.N1(OC(N(C)C)=[N+](C)C)C2C=CC=CC=2N=N1.[C:48]([O:52][C:53]([NH:55][C@@H:56]1[CH2:61][C@H:60]([NH:62][C:63]([O:65][C:66]([CH3:69])([CH3:68])[CH3:67])=[O:64])[CH2:59][N:58]([C:70]2[CH:75]=[C:74]([NH:76][C:77]3[CH:82]=[CH:81][C:80]([NH2:83])=[CH:79][CH:78]=3)[CH:73]=[C:72]([N:84]3[CH2:89][C@@H:88]([NH:90][C:91]([O:93][C:94]([CH3:97])([CH3:96])[CH3:95])=[O:92])[CH2:87][C@@H:86]([NH:98][C:99]([O:101][C:102]([CH3:105])([CH3:104])[CH3:103])=[O:100])[CH2:85]3)[N:71]=2)[CH2:57]1)=[O:54])([CH3:51])([CH3:50])[CH3:49]. The catalyst is CN(C=O)C.CCOC(C)=O. The product is [C:48]([O:52][C:53]([NH:55][C@@H:56]1[CH2:61][C@H:60]([NH:62][C:63]([O:65][C:66]([CH3:69])([CH3:68])[CH3:67])=[O:64])[CH2:59][N:58]([C:70]2[CH:75]=[C:74]([NH:76][C:77]3[CH:82]=[CH:81][C:80]([NH:83][C:12]([C:3]4[CH:4]=[CH:5][C:6]5[C:11](=[CH:10][CH:9]=[CH:8][CH:7]=5)[C:2]=4[OH:1])=[O:14])=[CH:79][CH:78]=3)[CH:73]=[C:72]([N:84]3[CH2:89][C@@H:88]([NH:90][C:91]([O:93][C:94]([CH3:97])([CH3:96])[CH3:95])=[O:92])[CH2:87][C@@H:86]([NH:98][C:99]([O:101][C:102]([CH3:105])([CH3:104])[CH3:103])=[O:100])[CH2:85]3)[N:71]=2)[CH2:57]1)=[O:54])([CH3:49])([CH3:50])[CH3:51]. The yield is 0.650. (6) The reactants are [NH2:1][C:2]1[CH:7]=[CH:6][CH:5]=[CH:4][N:3]=1.[C:8]([O:12][CH2:13][CH3:14])(=[O:11])[CH:9]=[CH2:10]. The catalyst is C(O)(=O)C. The product is [N:3]1[CH:4]=[CH:5][CH:6]=[CH:7][C:2]=1[NH:1][CH2:10][CH2:9][C:8]([O:12][CH2:13][CH3:14])=[O:11]. The yield is 0.867.